From a dataset of Reaction yield outcomes from USPTO patents with 853,638 reactions. Predict the reaction yield, written as a fraction of the theoretical maximum amount of product (1.0 means a 100% yield; for example, 0.34 means a 34% yield). (1) The reactants are O[C:2]1[C:3]([C:11]2([CH2:27][OH:28])[C:19]3[C:14](=[CH:15][CH:16]=[CH:17][CH:18]=3)[N:13]([CH2:20][C:21]([O:23][CH2:24][CH3:25])=[O:22])[C:12]2=[O:26])=[CH:4][C:5]2[O:9][CH2:8][O:7][C:6]=2[CH:10]=1.C1(CCN2C3C(=CC=CC=3)C(C3C(O)=CC4OCOC=4C=3)(CO)C2=O)CC1. No catalyst specified. The product is [O:26]=[C:12]1[C:11]2([C:3]3=[CH:4][C:5]4[O:9][CH2:8][O:7][C:6]=4[CH:10]=[C:2]3[O:28][CH2:27]2)[C:19]2[C:14](=[CH:15][CH:16]=[CH:17][CH:18]=2)[N:13]1[CH2:20][C:21]([O:23][CH2:24][CH3:25])=[O:22]. The yield is 0.900. (2) The yield is 0.660. The product is [CH2:1]([CH:3]([C:6]1[C:10]([CH2:11][CH2:12][CH2:13][O:14][C:26]2[CH:31]=[CH:30][CH:29]=[CH:28][C:27]=2[CH2:32][C:33]([OH:35])=[O:34])=[CH:9][N:8]([C:15]2[CH:20]=[CH:19][C:18]([C:21]([F:23])([F:24])[F:22])=[CH:17][N:16]=2)[N:7]=1)[CH2:4][CH3:5])[CH3:2]. The reactants are [CH2:1]([CH:3]([C:6]1[C:10]([CH2:11][CH2:12][CH2:13][OH:14])=[CH:9][N:8]([C:15]2[CH:20]=[CH:19][C:18]([C:21]([F:24])([F:23])[F:22])=[CH:17][N:16]=2)[N:7]=1)[CH2:4][CH3:5])[CH3:2].O[C:26]1[CH:31]=[CH:30][CH:29]=[CH:28][C:27]=1[CH2:32][C:33]([O:35]C)=[O:34].C(P(CCCC)CCCC)CCC.N(C(N1CCCCC1)=O)=NC(N1CCCCC1)=O. The catalyst is O1CCCC1. (3) The reactants are Cl[C:2]1[C:11]2[C:6](=[CH:7][C:8]([S:12]([O:15]C3C(F)=C(F)C(F)=C(F)C=3F)(=[O:14])=O)=[CH:9][CH:10]=2)[CH:5]=[CH:4][N:3]=1.[S:27]1[CH:31]=[N:30][N:29]=[C:28]1[NH2:32].P([O-])([O-])([O-])=O.[K+].[K+].[K+].[CH3:41][O:42][C:43]1[CH:44]=[C:45]([N:58]2[C:66]3[C:61](=[CH:62][CH:63]=[CH:64][CH:65]=3)[CH:60]=[CH:59]2)[CH:46]=[CH:47][C:48]=1B1OC(C)(C)C(C)(C)O1.Cl.O1CCOCC1. The catalyst is CC#N. The product is [N:58]1([C:45]2[CH:46]=[CH:47][C:48]([C:2]3[C:11]4[C:6](=[CH:7][C:8]([S:12]([NH:32][C:28]5[S:27][CH:31]=[N:30][N:29]=5)(=[O:14])=[O:15])=[CH:9][CH:10]=4)[CH:5]=[CH:4][N:3]=3)=[C:43]([O:42][CH3:41])[CH:44]=2)[C:66]2[C:61](=[CH:62][CH:63]=[CH:64][CH:65]=2)[CH:60]=[CH:59]1. The yield is 0.0495. (4) The reactants are [NH2:1][C:2]1[N:3]=[CH:4][C:5]([C:21]2[CH:31]=[CH:30][C:24]([C:25]([N:27]([CH3:29])[CH3:28])=[O:26])=[CH:23][CH:22]=2)=[N:6][C:7]=1[C:8]1[O:9][C:10]([C:13]2[CH:18]=[CH:17][CH:16]=[CH:15][C:14]=2[CH:19]=[CH2:20])=[N:11][N:12]=1. The catalyst is C(O)C.C(O)(=O)C.[Pd]. The product is [NH2:1][C:2]1[N:3]=[CH:4][C:5]([C:21]2[CH:22]=[CH:23][C:24]([C:25]([N:27]([CH3:29])[CH3:28])=[O:26])=[CH:30][CH:31]=2)=[N:6][C:7]=1[C:8]1[O:9][C:10]([C:13]2[CH:18]=[CH:17][CH:16]=[CH:15][C:14]=2[CH2:19][CH3:20])=[N:11][N:12]=1. The yield is 0.380. (5) The reactants are [CH3:1][CH:2]([CH2:7][C:8]1[NH:9][C:10]2[C:15]([CH:16]=1)=[CH:14][C:13]([O:17][CH2:18][CH2:19][CH2:20][NH:21][C:22]1[CH:27]=[CH:26][CH:25]=[CH:24][N:23]=1)=[CH:12][CH:11]=2)[C:3]([O:5]C)=[O:4].[OH-].[Na+]. The catalyst is CO.O. The product is [CH3:1][CH:2]([CH2:7][C:8]1[NH:9][C:10]2[C:15]([CH:16]=1)=[CH:14][C:13]([O:17][CH2:18][CH2:19][CH2:20][NH:21][C:22]1[CH:27]=[CH:26][CH:25]=[CH:24][N:23]=1)=[CH:12][CH:11]=2)[C:3]([OH:5])=[O:4]. The yield is 0.800.